Dataset: Catalyst prediction with 721,799 reactions and 888 catalyst types from USPTO. Task: Predict which catalyst facilitates the given reaction. Reactant: [S:1]1[CH:5]=[CH:4][C:3]([C:6]([OH:8])=O)=[CH:2]1.CN(C(ON1N=NC2C=CC=NC1=2)=[N+](C)C)C.F[P-](F)(F)(F)(F)F.C1C=CC2N(O)N=NC=2C=1.[I:43][C:44]1[CH:45]=[C:46]([CH:48]=[CH:49][C:50]=1[CH3:51])[NH2:47]. Product: [I:43][C:44]1[CH:45]=[C:46]([NH:47][C:6]([C:3]2[CH:4]=[CH:5][S:1][CH:2]=2)=[O:8])[CH:48]=[CH:49][C:50]=1[CH3:51]. The catalyst class is: 3.